From a dataset of CYP3A4 inhibition data for predicting drug metabolism from PubChem BioAssay. Regression/Classification. Given a drug SMILES string, predict its absorption, distribution, metabolism, or excretion properties. Task type varies by dataset: regression for continuous measurements (e.g., permeability, clearance, half-life) or binary classification for categorical outcomes (e.g., BBB penetration, CYP inhibition). Dataset: cyp3a4_veith. (1) The molecule is CCCC[C@@H]1C[C@H]1C(NC(=O)Cc1ccccc1)c1ccc(Cl)cc1. The result is 1 (inhibitor). (2) The drug is CN[C@@H]1[C@H](O)[C@H](O)[C@H](CO)O[C@@H]1O[C@@H]1[C@H](O[C@@H]2[C@@H](O)[C@@H](O)[C@@H](N=C(N)N)[C@@H](O)[C@@H]2N=C(N)N)O[C@H](C)[C@@]1(O)C=O. The result is 0 (non-inhibitor). (3) The drug is O=C(c1cccc(F)c1)N1CCC2(CCCN(Cc3nccs3)C2)CC1. The result is 1 (inhibitor). (4) The compound is COC(=O)[C@@]1(Cc2ccc(F)cc2)[C@H]2c3cc(C(=O)N(C)C)n(Cc4ccc(OC(F)(F)F)cc4)c3C[C@H]2CN1C(=O)c1ccccc1. The result is 0 (non-inhibitor). (5) The compound is O=C1CC(c2ccc3c(c2)OCO3)Sc2nc3ccccc3n21. The result is 1 (inhibitor).